This data is from Full USPTO retrosynthesis dataset with 1.9M reactions from patents (1976-2016). The task is: Predict the reactants needed to synthesize the given product. (1) The reactants are: [C-]#N.[Na+].[C:4]([O:8][C:9]([N:11]1[CH2:16][CH2:15][C:14]2[N:17]=[C:18]([CH:20]=[O:21])[O:19][C:13]=2[CH2:12]1)=[O:10])([CH3:7])([CH3:6])[CH3:5].[CH3:22][OH:23]. Given the product [C:4]([O:8][C:9]([N:11]1[CH2:16][CH2:15][C:14]2[N:17]=[C:18]([C:20]([O:23][CH3:22])=[O:21])[O:19][C:13]=2[CH2:12]1)=[O:10])([CH3:7])([CH3:5])[CH3:6], predict the reactants needed to synthesize it. (2) Given the product [F:1][C:2]1[CH:3]=[CH:4][C:5]([C:8]2[N:9]=[C:10]3[CH:15]=[CH:14][C:13]([C:16]([NH:18][O:19][C:29]([O:31][CH2:32][CH3:33])=[O:30])=[NH:17])=[CH:12][N:11]3[CH:20]=2)=[CH:6][CH:7]=1, predict the reactants needed to synthesize it. The reactants are: [F:1][C:2]1[CH:7]=[CH:6][C:5]([C:8]2[N:9]=[C:10]3[CH:15]=[CH:14][C:13]([C:16]([NH:18][OH:19])=[NH:17])=[CH:12][N:11]3[CH:20]=2)=[CH:4][CH:3]=1.C(N(CC)CC)C.Cl[C:29]([O:31][CH2:32][CH3:33])=[O:30]. (3) The reactants are: [ClH:1].Cl.N[C@@H]1CCN(C2CCCCC2(C(C2C=CC3C(=CC=CC=3)C=2)C)O)C1.C(OC(=O)[NH:34][C@@H:35]1[CH2:39][CH2:38][N:37]([C:40](=O)[CH:41]([C:52]2([OH:58])[CH2:57][CH2:56][CH2:55][CH2:54][CH2:53]2)[C:42]2[CH:51]=[CH:50][C:49]3[C:44](=[CH:45][CH:46]=[CH:47][CH:48]=3)[CH:43]=2)[CH2:36]1)(C)(C)C. Given the product [ClH:1].[ClH:1].[NH2:34][C@@H:35]1[CH2:39][CH2:38][N:37]([CH2:40][CH:41]([C:52]2([OH:58])[CH2:57][CH2:56][CH2:55][CH2:54][CH2:53]2)[C:42]2[CH:51]=[CH:50][C:49]3[C:44](=[CH:45][CH:46]=[CH:47][CH:48]=3)[CH:43]=2)[CH2:36]1, predict the reactants needed to synthesize it. (4) Given the product [NH2:23][C:21]1[N:9]=[C:10]2[CH:11]=[CH:12][CH:13]=[C:14]([C:16]([O:18][CH3:19])=[O:17])[N:15]2[N:20]=1, predict the reactants needed to synthesize it. The reactants are: C(N=C=S)(=O)OCC.[NH2:9][C:10]1[N:15]=[C:14]([C:16]([O:18][CH3:19])=[O:17])[CH:13]=[CH:12][CH:11]=1.[NH2:20][C:21]([NH2:23])=S.C(N(CC)CC)C.Cl.NO.